Dataset: Full USPTO retrosynthesis dataset with 1.9M reactions from patents (1976-2016). Task: Predict the reactants needed to synthesize the given product. (1) Given the product [CH:68]1([S:71]([N:74]2[CH:78]=[C:77]([C:79]3[N:84]=[C:83]([NH:85][C:2]4[N:7]=[CH:6][C:5]5[C:8]([N:14]6[CH2:17][C:16]([CH3:19])([OH:18])[CH2:15]6)=[N:9][N:10]([CH:11]([CH3:13])[CH3:12])[C:4]=5[CH:3]=4)[CH:82]=[CH:81][N:80]=3)[CH:76]=[N:75]2)(=[O:72])=[O:73])[CH2:70][CH2:69]1, predict the reactants needed to synthesize it. The reactants are: Cl[C:2]1[N:7]=[CH:6][C:5]2[C:8]([N:14]3[CH2:17][C:16]([CH3:19])([OH:18])[CH2:15]3)=[N:9][N:10]([CH:11]([CH3:13])[CH3:12])[C:4]=2[CH:3]=1.C1(P(C2C=CC=CC=2)C2C3OC4C(=CC=CC=4P(C4C=CC=CC=4)C4C=CC=CC=4)C(C)(C)C=3C=CC=2)C=CC=CC=1.C(=O)([O-])[O-].[Cs+].[Cs+].[CH:68]1([S:71]([N:74]2[CH:78]=[C:77]([C:79]3[N:84]=[C:83]([NH2:85])[CH:82]=[CH:81][N:80]=3)[CH:76]=[N:75]2)(=[O:73])=[O:72])[CH2:70][CH2:69]1. (2) Given the product [Cl:16][C:17]1[CH:18]=[C:19]([CH:22]=[CH:23][CH:24]=1)[CH2:20][NH:21][C:6](=[O:8])[C:5]1[CH:9]=[C:10]([N+:13]([O-:15])=[O:14])[C:11]([CH3:12])=[C:3]([O:2][CH3:1])[CH:4]=1, predict the reactants needed to synthesize it. The reactants are: [CH3:1][O:2][C:3]1[CH:4]=[C:5]([CH:9]=[C:10]([N+:13]([O-:15])=[O:14])[C:11]=1[CH3:12])[C:6]([OH:8])=O.[Cl:16][C:17]1[CH:18]=[C:19]([CH:22]=[CH:23][CH:24]=1)[CH2:20][NH2:21].